Dataset: Catalyst prediction with 721,799 reactions and 888 catalyst types from USPTO. Task: Predict which catalyst facilitates the given reaction. (1) Reactant: [C:1]([Si:5]([O:8][CH2:9][CH2:10][O:11][C:12]1[CH:17]=[CH:16][C:15]([Cl:18])=[C:14]([F:19])[CH:13]=1)([CH3:7])[CH3:6])([CH3:4])([CH3:3])[CH3:2].C(NC(C)C)(C)C.[Li].CN(C)[CH:30]=[O:31].C(O)(=O)C. Product: [C:1]([Si:5]([CH3:7])([CH3:6])[O:8][CH2:9][CH2:10][O:11][C:12]1[C:13]([CH:30]=[O:31])=[C:14]([F:19])[C:15]([Cl:18])=[CH:16][CH:17]=1)([CH3:4])([CH3:2])[CH3:3]. The catalyst class is: 7. (2) Reactant: [CH3:1][N:2]([CH2:4][C:5]1[CH:10]=[C:9]([C:11]2[CH:16]=[CH:15][C:14]([C:17]([F:20])([F:19])[F:18])=[CH:13][CH:12]=2)[C:8]([C:21]([O:23]C)=[O:22])=[CH:7][CH:6]=1)[CH3:3].[OH-].[Na+]. Product: [CH3:3][N:2]([CH2:4][C:5]1[CH:10]=[C:9]([C:11]2[CH:16]=[CH:15][C:14]([C:17]([F:18])([F:20])[F:19])=[CH:13][CH:12]=2)[C:8]([C:21]([OH:23])=[O:22])=[CH:7][CH:6]=1)[CH3:1]. The catalyst class is: 97. (3) Reactant: ClC1C=C(C=CC=1)C(OO)=[O:6].[CH2:12]([S:14][C:15]1[C:16]([C:21]2[N:33]([CH3:34])[C:24]3=[N:25][CH:26]=[C:27]([C:29]([F:32])([F:31])[F:30])[CH:28]=[C:23]3[N:22]=2)=[N:17][CH:18]=[CH:19][N:20]=1)[CH3:13].C(=O)(O)[O-].[Na+]. Product: [CH2:12]([S:14]([C:15]1[C:16]([C:21]2[N:33]([CH3:34])[C:24]3=[N:25][CH:26]=[C:27]([C:29]([F:32])([F:30])[F:31])[CH:28]=[C:23]3[N:22]=2)=[N:17][CH:18]=[CH:19][N:20]=1)=[O:6])[CH3:13]. The catalyst class is: 22. (4) Reactant: Br[CH2:2][CH2:3][C:4]1[C:12]2[C:7](=[CH:8][CH:9]=[C:10]([C:13]#[N:14])[CH:11]=2)[NH:6][C:5]=1[Si:15]([CH2:20][CH3:21])([CH2:18][CH3:19])[CH2:16][CH3:17].[N-:22]=[N+:23]=[N-:24].[Na+]. Product: [N:22]([CH2:2][CH2:3][C:4]1[C:12]2[C:7](=[CH:8][CH:9]=[C:10]([C:13]#[N:14])[CH:11]=2)[NH:6][C:5]=1[Si:15]([CH2:20][CH3:21])([CH2:18][CH3:19])[CH2:16][CH3:17])=[N+:23]=[N-:24]. The catalyst class is: 3. (5) Reactant: [OH:1][C:2]1[CH:7]=[CH:6][N:5]2[C:8]([C:11]([O:13][CH2:14][CH3:15])=[O:12])=[CH:9][N:10]=[C:4]2[CH:3]=1.C(=O)([O-])[O-].[K+].[K+].Cl[CH2:23][O:24][CH2:25][CH3:26]. Product: [CH2:25]([O:24][CH2:23][O:1][C:2]1[CH:7]=[CH:6][N:5]2[C:8]([C:11]([O:13][CH2:14][CH3:15])=[O:12])=[CH:9][N:10]=[C:4]2[CH:3]=1)[CH3:26]. The catalyst class is: 3. (6) Reactant: [CH3:1][CH2:2][CH2:3][CH2:4][CH2:5][CH:6]=O.[CH3:8][N:9]([CH3:14])[CH2:10][CH2:11][CH2:12][NH2:13].[BH4-].[Na+]. Product: [CH2:6]([NH:13][CH2:12][CH2:11][CH2:10][N:9]([CH3:14])[CH3:8])[CH2:5][CH2:4][CH2:3][CH2:2][CH3:1]. The catalyst class is: 5. (7) Reactant: C(OC([N:6]1[CH2:12][CH:11]([CH3:13])[C:10]2[C:14](Br)=[C:15]([Br:17])[S:16][C:9]=2[CH2:8][CH2:7]1)=O)C. Product: [Br:17][C:15]1[S:16][C:9]2[CH2:8][CH2:7][NH:6][CH2:12][CH:11]([CH3:13])[C:10]=2[CH:14]=1. The catalyst class is: 50. (8) Reactant: [CH:1]1([CH2:7][CH2:8][CH2:9][C@@H:10]([C:19]2[O:23][N:22]=[C:21]([C:24]([N:26]3[CH2:29][CH:28]([N:30]([CH3:32])[CH3:31])[CH2:27]3)=[O:25])[N:20]=2)[CH2:11][C:12]([O:14]C(C)(C)C)=[O:13])[CH2:6][CH2:5][CH2:4][CH2:3][CH2:2]1. Product: [CH:1]1([CH2:7][CH2:8][CH2:9][C@@H:10]([C:19]2[O:23][N:22]=[C:21]([C:24]([N:26]3[CH2:27][CH:28]([N:30]([CH3:32])[CH3:31])[CH2:29]3)=[O:25])[N:20]=2)[CH2:11][C:12]([OH:14])=[O:13])[CH2:6][CH2:5][CH2:4][CH2:3][CH2:2]1. The catalyst class is: 55. (9) Reactant: [Cl:1][C:2]1[C:11]2[C:6](=[CH:7][C:8]([O:14][CH2:15][CH2:16][CH2:17][S:18]([CH3:21])(=[O:20])=[O:19])=[C:9]([O:12][CH3:13])[CH:10]=2)[N:5]=[CH:4][N:3]=1.[NH2:22][C:23]1[CH:24]=[C:25]2[C:29](=[CH:30][CH:31]=1)[NH:28][CH:27]=[CH:26]2.Cl. Product: [ClH:1].[NH:28]1[C:29]2[C:25](=[CH:24][C:23]([NH:22][C:2]3[C:11]4[C:6](=[CH:7][C:8]([O:14][CH2:15][CH2:16][CH2:17][S:18]([CH3:21])(=[O:20])=[O:19])=[C:9]([O:12][CH3:13])[CH:10]=4)[N:5]=[CH:4][N:3]=3)=[CH:31][CH:30]=2)[CH:26]=[CH:27]1. The catalyst class is: 32.